Dataset: Forward reaction prediction with 1.9M reactions from USPTO patents (1976-2016). Task: Predict the product of the given reaction. (1) Given the reactants [I-].[K+].C(=O)([O-])[O-].[K+].[K+].[C:9]1([OH:15])[CH:14]=[CH:13][CH:12]=[CH:11][CH:10]=1.[CH2:16]([O:18][C:19](=[O:25])[CH2:20][CH2:21][CH2:22][CH2:23]Br)[CH3:17], predict the reaction product. The product is: [CH2:16]([O:18][C:19](=[O:25])[CH2:20][CH2:21][CH2:22][CH2:23][O:15][C:9]1[CH:14]=[CH:13][CH:12]=[CH:11][CH:10]=1)[CH3:17]. (2) Given the reactants [C:1]1([C:12]2[CH:17]=[CH:16][CH:15]=[CH:14][CH:13]=2)[CH:6]=[CH:5][C:4]([C:7]2[N:8]=[CH:9][NH:10][CH:11]=2)=[CH:3][CH:2]=1.[C:18]([C:22]1[CH:27]=[CH:26][N:25]=[C:24]([N:28]2[C:40]3[CH:39]=[C:38]([OH:41])[CH:37]=[CH:36][C:35]=3[C:34]3[C:29]2=[CH:30][CH:31]=[CH:32][CH:33]=3)[CH:23]=1)([CH3:21])([CH3:20])[CH3:19].N1[CH:47]=[CH:46][CH:45]=[CH:44][C:43]=1[C:48](O)=O.[O-]P([O-])([O-])=O.[K+].[K+].[K+], predict the reaction product. The product is: [C:1]1([C:12]2[CH:17]=[CH:16][CH:15]=[CH:14][CH:13]=2)[CH:6]=[CH:5][C:4]([C:7]2[N:8]=[CH:9][N:10]([C:44]3[CH:45]=[C:46]([CH:47]=[C:48]([C:1]([CH3:12])([CH3:6])[CH3:2])[CH:43]=3)[O:41][C:38]3[CH:37]=[CH:36][C:35]4[C:34]5[C:29](=[CH:30][CH:31]=[CH:32][CH:33]=5)[N:28]([C:24]5[CH:23]=[C:22]([C:18]([CH3:21])([CH3:19])[CH3:20])[CH:27]=[CH:26][N:25]=5)[C:40]=4[CH:39]=3)[CH:11]=2)=[CH:3][CH:2]=1. (3) Given the reactants [CH3:1][N:2]1[CH:6]=[C:5]([CH3:7])[CH:4]=[N:3]1.O1CCCC1.C([Li])CCC.CCCCCC.C(O[B:28]1[O:32][C:31]([CH3:34])([CH3:33])[C:30]([CH3:36])([CH3:35])[O:29]1)(C)C, predict the reaction product. The product is: [CH3:1][N:2]1[C:6]([B:28]2[O:32][C:31]([CH3:34])([CH3:33])[C:30]([CH3:36])([CH3:35])[O:29]2)=[C:5]([CH3:7])[CH:4]=[N:3]1. (4) Given the reactants Cl[C:2]1[N:7]=[CH:6][N:5]=[C:4]([NH:8][C:9]2[N:10]=[CH:11][C:12]([C:15]#[N:16])=[N:13][CH:14]=2)[CH:3]=1.[NH2:17][CH2:18][CH:19]1[CH2:24][CH2:23][O:22][CH2:21][CH2:20]1.C(N(CC)CC)C, predict the reaction product. The product is: [O:22]1[CH2:23][CH2:24][CH:19]([CH2:18][NH:17][C:2]2[N:7]=[CH:6][N:5]=[C:4]([NH:8][C:9]3[N:10]=[CH:11][C:12]([C:15]#[N:16])=[N:13][CH:14]=3)[CH:3]=2)[CH2:20][CH2:21]1. (5) The product is: [CH2:46]([C@@H:28]([CH2:27][CH2:26][C@H:8]([CH2:1][C:2]1[CH:7]=[CH:6][CH:5]=[CH:4][CH:3]=1)[C:9]([NH:11][C@H:12]1[CH2:18][CH2:17][S:16][C@H:15]2[CH2:19][CH2:20][CH2:62][C@@H:61]([CH2:65][O:64][CH3:63])[N:14]2[C:13]1=[O:25])=[O:10])[C:29]([NH:31][C@H:32]1[CH2:38][CH2:37][S:36][C@H:35]2[CH2:39][CH2:40][CH2:41][C@@H:42]([CH2:43][O:44][CH3:53])[N:34]2[C:33]1=[O:45])=[O:30])[C:47]1[CH:52]=[CH:51][CH:50]=[CH:49][CH:48]=1. Given the reactants [CH2:1]([C@@H:8]([CH2:26][CH2:27][C@H:28]([CH2:46][C:47]1[CH:52]=[CH:51][CH:50]=[CH:49][CH:48]=1)[C:29]([NH:31][C@H:32]1[CH2:38][CH2:37][S:36][C@H:35]2[CH2:39][CH2:40][CH2:41][C@@H:42]([CH2:43][OH:44])[N:34]2[C:33]1=[O:45])=[O:30])[C:9]([NH:11][C@H:12]1[CH2:18][CH2:17][S:16][C@H:15]2[CH2:19][CH2:20]C[C@@H](CO)[N:14]2[C:13]1=[O:25])=[O:10])[C:2]1[CH:7]=[CH:6][CH:5]=[CH:4][CH:3]=1.[CH3:53]C([O-])(C)C.[K+].IC.[CH2:61]1[CH2:65][O:64][CH2:63][CH2:62]1, predict the reaction product. (6) Given the reactants [N:1]1[CH:6]=[CH:5][CH:4]=[CH:3][C:2]=1[C:7]([C:16]1[CH:21]=[CH:20][CH:19]=[C:18]([C:22]([F:25])([F:24])[F:23])[CH:17]=1)([NH2:15])[CH2:8][C:9]1[CH:14]=[CH:13][CH:12]=[CH:11][CH:10]=1.[Cl:26][C:27]1[CH:28]=[C:29]([N:33]=[C:34]=[S:35])[CH:30]=[CH:31][CH:32]=1, predict the reaction product. The product is: [Cl:26][C:27]1[CH:28]=[C:29]([NH:33][C:34]([NH:15][C:7]([C:2]2[CH:3]=[CH:4][CH:5]=[CH:6][N:1]=2)([C:16]2[CH:21]=[CH:20][CH:19]=[C:18]([C:22]([F:23])([F:24])[F:25])[CH:17]=2)[CH2:8][C:9]2[CH:10]=[CH:11][CH:12]=[CH:13][CH:14]=2)=[S:35])[CH:30]=[CH:31][CH:32]=1. (7) Given the reactants [H-].[Na+].[CH2:3]([OH:10])[C:4]1[CH:9]=[CH:8][CH:7]=[CH:6][CH:5]=1.Cl[CH2:12][C:13]([N:15]1[CH2:20][CH2:19][N:18]([S:21]([C:24]2[CH:33]=[CH:32][C:31]3[C:26](=[CH:27][CH:28]=[CH:29][CH:30]=3)[CH:25]=2)(=[O:23])=[O:22])[CH2:17][CH2:16]1)=[O:14], predict the reaction product. The product is: [CH2:3]([O:10][CH2:12][C:13]([N:15]1[CH2:16][CH2:17][N:18]([S:21]([C:24]2[CH:33]=[CH:32][C:31]3[C:26](=[CH:27][CH:28]=[CH:29][CH:30]=3)[CH:25]=2)(=[O:22])=[O:23])[CH2:19][CH2:20]1)=[O:14])[C:4]1[CH:9]=[CH:8][CH:7]=[CH:6][CH:5]=1. (8) The product is: [NH2:19][C:20]1[N:28]=[CH:27][N:26]=[C:25]2[C:21]=1[N:22]([C:37]1[CH:42]=[CH:41][C:40]([O:43][C:44]3[CH:45]=[CH:46][CH:47]=[CH:48][CH:49]=3)=[CH:39][CH:38]=1)[C:23](=[O:36])[N:24]2[C:29]1[CH:30]=[C:31]([NH:35][C:7](=[O:8])/[CH:6]=[CH:5]/[CH2:4][N:3]([CH3:10])[CH3:2])[CH:32]=[CH:33][CH:34]=1. Given the reactants Cl.[CH3:2][N:3]([CH3:10])[CH2:4][CH:5]=[CH:6][C:7](O)=[O:8].C(Cl)(=O)C(Cl)=O.N#N.[NH2:19][C:20]1[N:28]=[CH:27][N:26]=[C:25]2[C:21]=1[N:22]([C:37]1[CH:42]=[CH:41][C:40]([O:43][C:44]3[CH:49]=[CH:48][CH:47]=[CH:46][CH:45]=3)=[CH:39][CH:38]=1)[C:23](=[O:36])[N:24]2[C:29]1[CH:34]=[CH:33][CH:32]=[C:31]([NH2:35])[CH:30]=1, predict the reaction product. (9) Given the reactants [Cl:1][C:2]1[CH:7]=[CH:6][C:5]([C:8]2[CH:13]=[C:12]([CH:14]([F:16])[F:15])[N:11]3[N:17]=[CH:18][C:19]([C:20](O)=[O:21])=[C:10]3[N:9]=2)=[CH:4][CH:3]=1.[CH3:23][N:24]1[CH2:29][CH2:28][N:27]([S:30]([C:33]2[CH:34]=[C:35]([NH2:39])[CH:36]=[CH:37][CH:38]=2)(=[O:32])=[O:31])[CH2:26][CH2:25]1, predict the reaction product. The product is: [CH3:23][N:24]1[CH2:29][CH2:28][N:27]([S:30]([C:33]2[CH:34]=[C:35]([NH:39][C:20]([C:19]3[CH:18]=[N:17][N:11]4[C:12]([CH:14]([F:15])[F:16])=[CH:13][C:8]([C:5]5[CH:6]=[CH:7][C:2]([Cl:1])=[CH:3][CH:4]=5)=[N:9][C:10]=34)=[O:21])[CH:36]=[CH:37][CH:38]=2)(=[O:32])=[O:31])[CH2:26][CH2:25]1. (10) The product is: [N+:1]([C:4]1[CH:5]=[CH:6][C:7]([C:10]2[N:11]=[CH:12][N:13]([CH2:17][CH2:16][C:15]([O:19][C:20]([CH3:23])([CH3:22])[CH3:21])=[O:18])[CH:14]=2)=[CH:8][CH:9]=1)([O-:3])=[O:2]. Given the reactants [N+:1]([C:4]1[CH:9]=[CH:8][C:7]([C:10]2[N:11]=[CH:12][NH:13][CH:14]=2)=[CH:6][CH:5]=1)([O-:3])=[O:2].[C:15]([O:19][C:20]([CH3:23])([CH3:22])[CH3:21])(=[O:18])[CH:16]=[CH2:17].C1CCN2C(=NCCC2)CC1, predict the reaction product.